From a dataset of Experimentally validated miRNA-target interactions with 360,000+ pairs, plus equal number of negative samples. Binary Classification. Given a miRNA mature sequence and a target amino acid sequence, predict their likelihood of interaction. (1) The miRNA is hsa-miR-432-3p with sequence CUGGAUGGCUCCUCCAUGUCU. The protein sequence of the target gene is MEKTKEKAERILLEPYRYLLQLPGKQVRSKLSQAFNHWLKVPEDKLQIIIEVTEMLHNASLLIDDIEDSSKLRRGFPVAHSIYGVPSVINSANYVYFLGLEKVLTLDHPDAVKLFTRQLLELHQGQGLDIYWRDTYTCPTEEEYKAMVLQKTGGLFGLAVGLMQLFSDYKEDLKPLLDTLGLFFQIRDDYANLHSKEYSENKSFCEDLTEGKFSFPTIHAIWSRPESTQVQNILRQRTENIDIKKYCVQYLEDVGSFAYTRHTLRELEAKAYKQIEACGGNPSLVALVKHLSKMFTEENK.... Result: 0 (no interaction). (2) The miRNA is hsa-miR-6747-3p with sequence UCCUGCCUUCCUCUGCACCAG. The protein sequence of the target gene is MAGAAPTTAFGQAVIGPPGSGKTTYCLGMSEFLRALGRRVAVVNLDPANEGLPYECAVDVGELVGLGDVMDALRLGPNGGLLYCMEYLEANLDWLRAKLDPLRGHYFLFDCPGQVELCTHHGALRSIFSQMAQWDLRLTAVHLVDSHYCTDPAKFISVLCTSLATMLHVELPHINLLSKMDLIEHYGKLAFNLDYYTEVLDLSYLLDHLASDPFFRHYRQLNEKLVQLIEDYSLVSFIPLNIQDKESIQRVLQAVDKANGYCFRAQEQRSLEAMMSAAMGADFHFSSTLGIQEKYLAPSN.... Result: 1 (interaction). (3) The miRNA is mmu-miR-679-3p with sequence AGCAAGGUCCUCCUCACAGUAG. The protein sequence of the target gene is MAFSLEEAAGRIKDCWDNQEVPALSTCSNANIFRRINAILDDSLDFSKVCTTPINRGIHDQLPDFQDSEETVTSRMLFPTSAQESPRGLPDANGLCLGLQSLSLTGWDRPWSTQDSDSSAQSSTQSVLSMLQNPLGNVLGKAPLSFLSLDPLGSDLDKFPAPSVRGSRLDTRPILDSRSSSPSDSDTSGFSSGSDHLSDLISSLRISPPLPFLSMTGNGPRDPLKMGVGSRMDQEQAALAAVAPSPTSAPKRWPGASVWPSWDLLGAPKDPFSIEREARLHRQAAAVNEATCTWSGQLPP.... Result: 1 (interaction). (4) The miRNA is mmu-miR-335-3p with sequence UUUUUCAUUAUUGCUCCUGACC. The protein sequence of the target gene is MAASCPLPVTPDLPTLRAKLQGLLQFLRDALSISNAHTVDFYTESVWEELVDLPPETVLAALRKSASETEALPSETRPLVEAEWEAGMTDFPKIFCETSQKLVSVEAFALAAKYYSVQNLGICTPFEQLLVALRGNQNQRIGENQKAVEFMNMKKSHEVQAMSELISSIADYYGIKQVIDLGSGKGYLSSFLSLKYGLKVYGIDSSNTNTHGAEERNRKLKKHWKLCHAQSRLDVNGLALKMAKERKVQNKVKNKADTEEVFNNSPTNQEKMPTSAILPDFSGSVISNIRNQMETLHSQP.... Result: 0 (no interaction). (5) The miRNA is hsa-miR-548j-5p with sequence AAAAGUAAUUGCGGUCUUUGGU. The protein sequence of the target gene is MRRVLRLLLGCFLTELCARVCRAQERAGHGQLAQLGGVLLLAGGNRSGAASGEASEGAEASDAPPTRAPTPDFCRGYFDVMGQWDPPFNCSSGDFIFCCGTCGFRFCCTFKKRRLNQSTCTNYDTPLWLNTGKPPARKDDPLHDPTKDKTNLIVYIICGVVAVMVLVGIFTKLGLEKAHRPQREHMSRALADVMRPQGHCNTDHMERDLNIVVHVQHYENMDTRTPINNLHATQMNNAVPTSPLLQQMGHPHSYPNLGQISNPYEQQPPGKELNKYASLKAVGSSDGDWAVSTLKSPKAD.... Result: 1 (interaction). (6) The miRNA is mmu-miR-6973a-3p with sequence CACUCUAACCCUACCUACCCAU. The protein sequence of the target gene is MDAILNYKSEDTEDYYTLLGCDELSSVEQILAEFKVRALECHPDKHPENSKAVETFQKLQKAKDILTNEASRARYDHWRRSQMSMSFQQWEALSDSVKMSMHWAVRGKKDLMLEESDQTPTDKIENEEQDEQKEIKKEEFGSTTEKMEQKESKSVEKSFSPQNPDSPGFANVNCWHLRFRWSGDAPSELLRKFRNYEI. Result: 0 (no interaction). (7) The miRNA is hsa-miR-93-3p with sequence ACUGCUGAGCUAGCACUUCCCG. The protein sequence of the target gene is MERLQKQPLTSPGSVSPSRDSSVPGSPSSIVAKMDNQVLGYKDLAAIPKDKAILDIERPDLMIYEPHFTYSLLEHVELPRSRERSLSPKSTSPPPSPEVWADSRSPGIISQASAPRTTGTPRTSLPHFHHPETSRPDSNIYKKPPIYKQRESVGGSPQTKHLIEDLIIESSKFPAAQPPDPNQPAKIETDYWPCPPSLAVVETEWRKRKASRRGAEEEEEEEDDDSGEEMKALRERQREELSKVTSNLGKMILKEEMEKSLPIRRKTRSLPDRTPFHTSLHQGTSKSSSLPAYGRTTLSR.... Result: 1 (interaction). (8) The miRNA is mmu-miR-7a-5p with sequence UGGAAGACUAGUGAUUUUGUUGU. The protein sequence of the target gene is MAAAYLDPNLNHTPSSSTKTHLGTGMERSPGAMERVLKVFHYFESSSEPTTWASIIRHGDATDVRGIIQKIVDSHKVKHVACYGFRLSHLRSEEVHWLHVDMGVSSVREKYELAHPPEEWKYELRIRYLPKGFLNQFTEDKPTLNFFYQQVKSDYMQEIADQVDQEIALKLGCLEIRRSYWEMRGNALEKKSNYEVLEKDVGLKRFFPKSLLDSVKAKTLRKLIQQTFRQFANLNREESILKFFEILSPVYRFDKECFKCALGSSWIISVELAIGPEEGISYLTDKGCNPTHLADFNQVQ.... Result: 1 (interaction). (9) The miRNA is hsa-miR-3065-3p with sequence UCAGCACCAGGAUAUUGUUGGAG. The protein sequence of the target gene is MGRKSSKAKEKKQKRLEERAAMDAVCAKVDAANRLGDPLEAFPVFKKYDRNGLNVSIECKRVSGLEPATVDWAFDLTKTNMQTMYEQSEWGWKDREKREEMTDDRAWYLIAWENSSVPVAFSHFRFDVECGDEVLYCYEVQLESKVRRKGLGKFLIQILQLMANSTQMKKVMLTVFKHNHGAYQFFREALQFEIDDSSPSMSGCCGEDCSYEILSRRTKFGDSHHSHAGGHCGGCCH. Result: 1 (interaction). (10) The miRNA is mmu-miR-3067-5p with sequence AGUUCUCAGGCCCGCUGUGGUGU. The protein sequence of the target gene is MASARGAKQSSPRVGTTRYTETSTVRVETSSHRVETSSRRVETSQRRSEGPSLSPSGKRLPRILEASSRHVESSSQRTETTSRHVRASSLRVETSLHCAESPTPRAKPAARQNEKTAR. Result: 0 (no interaction).